From a dataset of Full USPTO retrosynthesis dataset with 1.9M reactions from patents (1976-2016). Predict the reactants needed to synthesize the given product. (1) Given the product [OH:63][CH:60]1[CH2:61][CH2:62][N:57]([CH2:56][CH2:13][N:14]2[CH2:19][CH2:18][CH:17]([NH:20][C:21]([C:23]3[NH:24][C:25]4[C:30]([CH:31]=3)=[C:29]([O:32][CH2:33][C:34]3[C:38]5[CH:39]=[C:40]([CH3:44])[C:41]([CH3:43])=[CH:42][C:37]=5[O:36][CH:35]=3)[CH:28]=[CH:27][CH:26]=4)=[O:22])[CH2:16][CH2:15]2)[CH2:58][CH2:59]1, predict the reactants needed to synthesize it. The reactants are: Cl.Cl.[C@H]1([CH2:13][N:14]2[CH2:19][CH2:18][CH:17]([NH:20][C:21]([C:23]3[NH:24][C:25]4[C:30]([CH:31]=3)=[C:29]([O:32][CH2:33][C:34]3[C:38]5[CH:39]=[C:40]([CH3:44])[C:41]([CH3:43])=[CH:42][C:37]=5[O:36][CH:35]=3)[CH:28]=[CH:27][CH:26]=4)=[O:22])[CH2:16][CH2:15]2)[C@@H]2N(CCCC2)CCC1.Cl.Cl.Cl.NC1CCN(C[CH2:56][N:57]2[CH2:62][CH2:61][CH:60]([OH:63])[CH2:59][CH2:58]2)CC1. (2) Given the product [CH3:25][O:24][C:3]1[C:2]([N:26]2[CH2:31][CH2:30][CH2:29][NH:28][C:27]2=[O:32])=[N:7][C:6]([N:8]2[C:16]3[CH:15]=[C:14]([C:17]4[CH:22]=[N:21][CH:20]=[C:19]([CH3:23])[N:18]=4)[N:13]=[CH:12][C:11]=3[CH:10]=[N:9]2)=[CH:5][CH:4]=1, predict the reactants needed to synthesize it. The reactants are: Br[C:2]1[N:7]=[C:6]([N:8]2[C:16]3[CH:15]=[C:14]([C:17]4[CH:22]=[N:21][CH:20]=[C:19]([CH3:23])[N:18]=4)[N:13]=[CH:12][C:11]=3[CH:10]=[N:9]2)[CH:5]=[CH:4][C:3]=1[O:24][CH3:25].[NH:26]1[CH2:31][CH2:30][CH2:29][NH:28][C:27]1=[O:32].C(=O)([O-])[O-].[K+].[K+].CNCCNC. (3) The reactants are: [CH2:1]([O:3][C:4](=[O:22])[CH2:5][CH:6]([N:10]1[C:18]2[C:13](=[CH:14][C:15]([N+:19]([O-])=O)=[CH:16][CH:17]=2)[CH:12]=[CH:11]1)[CH2:7][CH2:8][CH3:9])[CH3:2].[H][H]. Given the product [CH2:1]([O:3][C:4](=[O:22])[CH2:5][CH:6]([N:10]1[C:18]2[C:13](=[CH:14][C:15]([NH2:19])=[CH:16][CH:17]=2)[CH:12]=[CH:11]1)[CH2:7][CH2:8][CH3:9])[CH3:2], predict the reactants needed to synthesize it. (4) Given the product [CH3:1][O:2][C:3]1[CH:8]=[CH:7][C:6]([NH:9][C:15](=[O:16])[CH2:14][CH2:13][Cl:12])=[CH:5][CH:4]=1, predict the reactants needed to synthesize it. The reactants are: [CH3:1][O:2][C:3]1[CH:8]=[CH:7][C:6]([NH2:9])=[CH:5][CH:4]=1.[OH-].[Na+].[Cl:12][CH2:13][CH2:14][C:15](Cl)=[O:16].Cl. (5) Given the product [C:36]([O-:43])(=[O:42])/[CH:37]=[CH:38]/[C:39]([O-:41])=[O:40].[NH2:12][C:13]([C:15]1[C:23]2[C:19](=[CH:20][N:21]([C:24]3[CH:29]=[CH:28][C:27]([C@@H:30]4[CH2:35][CH2:34][CH2:33][NH2+:32][CH2:31]4)=[CH:26][CH:25]=3)[N:22]=2)[CH:18]=[CH:17][CH:16]=1)=[O:14].[NH2:12][C:13]([C:15]1[C:23]2[C:19](=[CH:20][N:21]([C:24]3[CH:29]=[CH:28][C:27]([C@@H:30]4[CH2:35][CH2:34][CH2:33][NH2+:32][CH2:31]4)=[CH:26][CH:25]=3)[N:22]=2)[CH:18]=[CH:17][CH:16]=1)=[O:14], predict the reactants needed to synthesize it. The reactants are: CC1C=CC(S([O-])(=O)=O)=CC=1.[NH2:12][C:13]([C:15]1[C:23]2[C:19](=[CH:20][N:21]([C:24]3[CH:29]=[CH:28][C:27]([C@@H:30]4[CH2:35][CH2:34][CH2:33][NH2+:32][CH2:31]4)=[CH:26][CH:25]=3)[N:22]=2)[CH:18]=[CH:17][CH:16]=1)=[O:14].[C:36]([OH:43])(=[O:42])/[CH:37]=[CH:38]/[C:39]([OH:41])=[O:40].